Dataset: Full USPTO retrosynthesis dataset with 1.9M reactions from patents (1976-2016). Task: Predict the reactants needed to synthesize the given product. (1) Given the product [CH3:34][CH:32]([CH3:33])[C:31]([NH:30][C:26]1[CH:27]=[CH:28][CH:29]=[C:24]([CH:21]2[CH2:22][CH2:23][N:18]([CH2:17][C:12]3[CH:13]=[CH:14][CH:15]=[C:16]4[C:11]=3[CH:10]=[CH:9][N:8]4[C:2]3[CH:7]=[CH:6][CH:5]=[CH:4][N:3]=3)[CH2:19][CH2:20]2)[CH:25]=1)=[O:35], predict the reactants needed to synthesize it. The reactants are: I[C:2]1[CH:7]=[CH:6][CH:5]=[CH:4][N:3]=1.[NH:8]1[C:16]2[C:11](=[C:12]([CH2:17][N:18]3[CH2:23][CH2:22][CH:21]([C:24]4[CH:25]=[C:26]([NH:30][C:31](=[O:35])[CH:32]([CH3:34])[CH3:33])[CH:27]=[CH:28][CH:29]=4)[CH2:20][CH2:19]3)[CH:13]=[CH:14][CH:15]=2)[CH:10]=[CH:9]1. (2) Given the product [CH3:19][N:21]([CH3:24])[C:22]([N:14]1[CH2:15][CH2:16][C:10]2[CH:9]=[C:8]([N+:5]([O-:7])=[O:6])[CH:18]=[CH:17][C:11]=2[CH2:12][CH2:13]1)=[O:28], predict the reactants needed to synthesize it. The reactants are: [N+]([O-])(O)=O.[N+:5]([C:8]1[CH:18]=[CH:17][C:11]2[CH2:12][CH2:13][NH:14][CH2:15][CH2:16][C:10]=2[CH:9]=1)([O-:7])=[O:6].[CH2:19]([N:21]([CH2:24]C)[CH2:22]C)C.C(Cl)(=[O:28])N. (3) Given the product [F:1][C:2]1[CH:3]=[C:4]([CH:47]=[CH:48][CH:49]=1)[CH2:5][N:6]1[C:10]([CH3:11])=[C:9]([C:12]2[C:20]3[C:15](=[N:16][CH:17]=[C:18]([C:21]4[CH:22]=[CH:23][C:24]([O:32][CH2:33][CH2:34][OH:35])=[C:25]([NH:27][S:28]([CH3:31])(=[O:30])=[O:29])[CH:26]=4)[CH:19]=3)[NH:14][CH:13]=2)[C:8]([CH3:46])=[N:7]1, predict the reactants needed to synthesize it. The reactants are: [F:1][C:2]1[CH:3]=[C:4]([CH:47]=[CH:48][CH:49]=1)[CH2:5][N:6]1[C:10]([CH3:11])=[C:9]([C:12]2[C:20]3[C:15](=[N:16][CH:17]=[C:18]([C:21]4[CH:22]=[CH:23][C:24]([O:32][CH2:33][CH2:34][OH:35])=[C:25]([NH:27][S:28]([CH3:31])(=[O:30])=[O:29])[CH:26]=4)[CH:19]=3)[N:14](S(C3C=CC(C)=CC=3)(=O)=O)[CH:13]=2)[C:8]([CH3:46])=[N:7]1.[OH-].[Li+]. (4) Given the product [Br:11][C:12]1[CH:26]=[CH:25][C:15]([C:16](=[O:17])[CH2:10][N+:7]([O-:9])=[O:8])=[CH:14][CH:13]=1, predict the reactants needed to synthesize it. The reactants are: CC(C)([O-])C.[K+].[N+:7]([CH3:10])([O-:9])=[O:8].[Br:11][C:12]1[CH:26]=[CH:25][C:15]([C:16](OC2C=CC=CC=2)=[O:17])=[CH:14][CH:13]=1.Cl. (5) Given the product [CH2:1]([N:5]1[C:13]2[C:8](=[CH:9][C:10]([Cl:14])=[CH:11][CH:12]=2)[C:7]([OH:15])([CH2:16][C:17]2[CH:22]=[CH:21][CH:20]=[C:19]([O:25][CH3:26])[CH:18]=2)[C:6]1=[O:27])[CH2:2][CH2:3][CH3:4], predict the reactants needed to synthesize it. The reactants are: [CH2:1]([N:5]1[C:13]2[C:8](=[CH:9][C:10]([Cl:14])=[CH:11][CH:12]=2)[C:7]([CH2:16][C:17]2[CH:22]=[C:21](OC)[CH:20]=[C:19]([O:25][CH3:26])[CH:18]=2)([OH:15])[C:6]1=[O:27])[CH2:2][CH2:3][CH3:4].COC1C=C(C=CC=1)CCl. (6) Given the product [NH2:29][C:27]1[C:28]2[C:20]([C:18]([C:14]3[CH:15]=[CH:16][CH:17]=[C:12]([C:11]#[C:10][CH2:9][NH2:8])[CH:13]=3)=[O:19])=[CH:21][N:22]([CH:30]3[CH2:31][CH2:32][CH2:33][CH2:34]3)[C:23]=2[N:24]=[CH:25][N:26]=1, predict the reactants needed to synthesize it. The reactants are: Cl.C(OC(=O)[NH:8][CH2:9][C:10]#[C:11][C:12]1[CH:17]=[CH:16][CH:15]=[C:14]([C:18]([C:20]2[C:28]3[C:27]([NH2:29])=[N:26][CH:25]=[N:24][C:23]=3[N:22]([CH:30]3[CH2:34][CH2:33][CH2:32][CH2:31]3)[CH:21]=2)=[O:19])[CH:13]=1)(C)(C)C. (7) Given the product [Cl:3][C:4]1[CH:5]=[CH:6][C:7]([S:10]([C:11]2[CH:16]=[CH:15][C:14]([N+:17]([O-:19])=[O:18])=[CH:13][CH:12]=2)(=[O:22])=[O:24])=[CH:8][CH:9]=1, predict the reactants needed to synthesize it. The reactants are: OO.[Cl:3][C:4]1[CH:9]=[CH:8][C:7]([S:10][C:11]2[CH:16]=[CH:15][C:14]([N+:17]([O-:19])=[O:18])=[CH:13][CH:12]=2)=[CH:6][CH:5]=1.C(O)(=[O:22])C.[OH2:24]. (8) Given the product [Cl:8][C:7]1[C:2]([N:24]([CH2:23][C:19]2[CH:18]=[C:17]3[C:22](=[CH:21][CH:20]=2)[N:14]([CH3:13])[CH:15]=[CH:16]3)[S:25]([C:28]2[CH:29]=[CH:30][C:31]([C:32]([O:34][CH3:35])=[O:33])=[CH:36][CH:37]=2)(=[O:26])=[O:27])=[N:3][CH:4]=[C:5]([C:9]([F:12])([F:11])[F:10])[CH:6]=1, predict the reactants needed to synthesize it. The reactants are: Cl[C:2]1[C:7]([Cl:8])=[CH:6][C:5]([C:9]([F:12])([F:11])[F:10])=[CH:4][N:3]=1.[CH3:13][N:14]1[C:22]2[C:17](=[CH:18][C:19]([CH2:23][NH:24][S:25]([C:28]3[CH:37]=[CH:36][C:31]([C:32]([O:34][CH3:35])=[O:33])=[CH:30][CH:29]=3)(=[O:27])=[O:26])=[CH:20][CH:21]=2)[CH:16]=[CH:15]1. (9) Given the product [CH3:1][O:2][C:3]1[C:12]2[C:7](=[CH:8][CH:9]=[CH:10][CH:11]=2)[C:6]([C:14]2[CH:19]=[CH:18][CH:17]=[CH:16][CH:15]=2)=[CH:5][CH:4]=1, predict the reactants needed to synthesize it. The reactants are: [CH3:1][O:2][C:3]1[C:12]2[C:7](=[CH:8][CH:9]=[CH:10][CH:11]=2)[C:6](Br)=[CH:5][CH:4]=1.[C:14]1(B(O)O)[CH:19]=[CH:18][CH:17]=[CH:16][CH:15]=1.C(=O)([O-])[O-].[K+].[K+].O.